This data is from Forward reaction prediction with 1.9M reactions from USPTO patents (1976-2016). The task is: Predict the product of the given reaction. (1) Given the reactants C([N:8]1[CH2:13][CH2:12][CH:11]([C:14]([CH:16]2[C:24]3[C:19](=[CH:20][CH:21]=[CH:22][CH:23]=3)[CH2:18][O:17]2)=[O:15])[CH2:10][CH2:9]1)C1C=CC=CC=1.[Cl:25]CCCl, predict the reaction product. The product is: [ClH:25].[CH:16]1([C:14]([CH:11]2[CH2:12][CH2:13][NH:8][CH2:9][CH2:10]2)=[O:15])[C:24]2[C:19](=[CH:20][CH:21]=[CH:22][CH:23]=2)[CH2:18][O:17]1. (2) Given the reactants Cl.[F:2][C:3]1([F:7])[CH2:6][NH:5][CH2:4]1.CCN(C(C)C)C(C)C.CN(C(ON1N=NC2C=CC=NC1=2)=[N+](C)C)C.F[P-](F)(F)(F)(F)F.[Br:41][C:42]1[CH:43]=[CH:44][C:45]2[C:51]3[S:52][C:53]([C:55]([N:57]([C:59]4[CH:60]=[C:61]([CH:65]=[CH:66][C:67]=4[Cl:68])[C:62](O)=[O:63])[CH3:58])=[O:56])=[CH:54][C:50]=3[CH2:49][CH2:48][O:47][C:46]=2[CH:69]=1, predict the reaction product. The product is: [Br:41][C:42]1[CH:43]=[CH:44][C:45]2[C:51]3[S:52][C:53]([C:55]([N:57]([C:59]4[CH:60]=[C:61]([C:62]([N:5]5[CH2:6][C:3]([F:7])([F:2])[CH2:4]5)=[O:63])[CH:65]=[CH:66][C:67]=4[Cl:68])[CH3:58])=[O:56])=[CH:54][C:50]=3[CH2:49][CH2:48][O:47][C:46]=2[CH:69]=1.